Dataset: Reaction yield outcomes from USPTO patents with 853,638 reactions. Task: Predict the reaction yield, written as a fraction of the theoretical maximum amount of product (1.0 means a 100% yield; for example, 0.34 means a 34% yield). (1) The reactants are CC1(C)C(C)(C)OB([C:9]2[CH:18]=[C:17]3[C:12]([CH:13]=[C:14]([NH:19][C:20]([CH:22]4[CH2:24][CH2:23]4)=[O:21])[N:15]=[CH:16]3)=[CH:11][CH:10]=2)O1.[Br:26][C:27]1[CH:32]=[C:31]([CH3:33])[C:30](I)=[CH:29][C:28]=1[F:35]. The catalyst is C(#N)C.C(=O)([O-])[O-].[Na+].[Na+].C(OCC)(=O)C.CC(P(C(C)(C)C)C1C=CC(N(C)C)=CC=1)(C)C.CC(P(C(C)(C)C)C1C=CC(N(C)C)=CC=1)(C)C.Cl[Pd]Cl. The product is [Br:26][C:27]1[C:28]([F:35])=[CH:29][C:30]([C:9]2[CH:18]=[C:17]3[C:12]([CH:13]=[C:14]([NH:19][C:20]([CH:22]4[CH2:23][CH2:24]4)=[O:21])[N:15]=[CH:16]3)=[CH:11][CH:10]=2)=[C:31]([CH3:33])[CH:32]=1. The yield is 0.650. (2) The reactants are [CH:1]1([C:4]2[CH:5]=[N:6][N:7]([CH3:18])[C:8]=2[C:9]2[CH:10]=[C:11]([C:14]([O:16]C)=[O:15])[S:12][CH:13]=2)[CH2:3][CH2:2]1.[OH-].[Na+]. The catalyst is O1CCCC1. The product is [CH:1]1([C:4]2[CH:5]=[N:6][N:7]([CH3:18])[C:8]=2[C:9]2[CH:10]=[C:11]([C:14]([OH:16])=[O:15])[S:12][CH:13]=2)[CH2:2][CH2:3]1. The yield is 0.950. (3) The reactants are Cl[C:2]1[CH:7]=[CH:6][CH:5]=[C:4]([N+:8]([O-:10])=[O:9])[CH:3]=1.[CH3:11][N:12]1[CH2:17][CH2:16][NH:15][CH2:14][CH2:13]1. No catalyst specified. The product is [CH3:11][N:12]1[CH2:17][CH2:16][N:15]([C:2]2[CH:7]=[CH:6][CH:5]=[C:4]([N+:8]([O-:10])=[O:9])[CH:3]=2)[CH2:14][CH2:13]1. The yield is 0.780. (4) The reactants are [Cl:1][C:2]1[C:3]2[C:10](I)=[CH:9][N:8]([CH2:12][O:13][CH2:14][CH2:15][Si:16]([CH3:19])([CH3:18])[CH3:17])[C:4]=2[N:5]=[CH:6][N:7]=1.[NH2:20][C:21]1[CH:22]=[C:23]([SH:27])[CH:24]=[CH:25][CH:26]=1.C(=O)([O-])[O-].[K+].[K+]. The catalyst is CN(C)C=O.[Cu]I. The product is [Cl:1][C:2]1[C:3]2[C:10]([S:27][C:23]3[CH:22]=[C:21]([CH:26]=[CH:25][CH:24]=3)[NH2:20])=[CH:9][N:8]([CH2:12][O:13][CH2:14][CH2:15][Si:16]([CH3:19])([CH3:18])[CH3:17])[C:4]=2[N:5]=[CH:6][N:7]=1. The yield is 0.250. (5) The reactants are [CH3:1][N:2]1[CH2:6][CH2:5][CH2:4][C@H:3]1[C:7]1[N:11]2[CH:12]=[C:13]([O:16][C@H:17]3[C:26]4[C:21](=[CH:22][CH:23]=[CH:24][CH:25]=4)[C@@H:20]([NH2:27])[CH2:19][CH2:18]3)[CH:14]=[CH:15][C:10]2=[N:9][N:8]=1.ClC(Cl)(Cl)C[O:31][C:32](=[O:51])[NH:33][C:34]1[CH:39]=[C:38]([C:40]([CH3:43])([CH3:42])[CH3:41])[CH:37]=[C:36]([NH:44][S:45]([CH3:48])(=[O:47])=[O:46])[C:35]=1[O:49][CH3:50].CCN(C(C)C)C(C)C. The catalyst is O1CCOCC1. The product is [CH:32]([OH:51])=[O:31].[C:40]([C:38]1[CH:39]=[C:34]([NH:33][C:32]([NH:27][C@@H:20]2[C:21]3[C:26](=[CH:25][CH:24]=[CH:23][CH:22]=3)[C@H:17]([O:16][C:13]3[CH:14]=[CH:15][C:10]4[N:11]([C:7]([C@@H:3]5[CH2:4][CH2:5][CH2:6][N:2]5[CH3:1])=[N:8][N:9]=4)[CH:12]=3)[CH2:18][CH2:19]2)=[O:31])[C:35]([O:49][CH3:50])=[C:36]([NH:44][S:45]([CH3:48])(=[O:46])=[O:47])[CH:37]=1)([CH3:43])([CH3:41])[CH3:42]. The yield is 0.400. (6) The reactants are Br[C:2]1[CH:7]=[CH:6][C:5]([C:8]2[N:9]([CH2:14][C@@H:15]3[CH2:19][CH2:18][N:17]([C:20]([CH:22]4[CH2:24][CH2:23]4)=[O:21])[CH2:16]3)[C:10](=[O:13])[NH:11][N:12]=2)=[C:4]([F:25])[CH:3]=1.C([O-])(=O)C.[K+].B1(B2OC(C)(C)C(C)(C)O2)OC(C)(C)C(C)(C)O1.B(O)O.Br[C:53]1[CH:60]=[CH:59][C:56]([C:57]#[N:58])=[CH:55][C:54]=1[F:61].C([O-])([O-])=O.[K+].[K+].Cl. The catalyst is CCOC(C)=O.C1C=CC(P(C2C=CC=CC=2)[C-]2C=CC=C2)=CC=1.C1C=CC(P(C2C=CC=CC=2)[C-]2C=CC=C2)=CC=1.Cl[Pd]Cl.[Fe+2].C(Cl)Cl.O1CCOCC1. The product is [CH:22]1([C:20]([N:17]2[CH2:18][CH2:19][C@@H:15]([CH2:14][N:9]3[C:10](=[O:13])[NH:11][N:12]=[C:8]3[C:5]3[CH:6]=[CH:7][C:2]([C:53]4[CH:60]=[CH:59][C:56]([C:57]#[N:58])=[CH:55][C:54]=4[F:61])=[CH:3][C:4]=3[F:25])[CH2:16]2)=[O:21])[CH2:24][CH2:23]1. The yield is 0.450.